This data is from Full USPTO retrosynthesis dataset with 1.9M reactions from patents (1976-2016). The task is: Predict the reactants needed to synthesize the given product. (1) Given the product [Cl:1][C:2]1[CH:7]=[CH:6][C:5]([CH:8]2[CH2:13][C:12](=[O:14])[NH:11][C:10]([CH3:15])=[C:9]2[C:16]([NH:20][C:21]2[CH:22]=[C:23]3[C:27](=[CH:28][CH:29]=2)[NH:26][N:25]=[C:24]3[CH2:30][CH3:31])=[O:18])=[C:4]([F:19])[CH:3]=1, predict the reactants needed to synthesize it. The reactants are: [Cl:1][C:2]1[CH:7]=[CH:6][C:5]([CH:8]2[CH2:13][C:12](=[O:14])[NH:11][C:10]([CH3:15])=[C:9]2[C:16]([OH:18])=O)=[C:4]([F:19])[CH:3]=1.[NH2:20][C:21]1[CH:22]=[C:23]2[C:27](=[CH:28][CH:29]=1)[NH:26][N:25]=[C:24]2[CH2:30][CH3:31].C(Cl)CCl.CCN(CC)CC. (2) Given the product [Cl:1][C:2]1[CH:31]=[CH:30][CH:29]=[C:28]([Cl:32])[C:3]=1[C:4]([NH:6][C@H:7]([C:25]([Cl:36])=[O:27])[CH2:8][C:9]1[CH:14]=[CH:13][C:12]([C:15]2[C:20]([O:21][CH3:22])=[CH:19][CH:18]=[CH:17][C:16]=2[O:23][CH3:24])=[CH:11][CH:10]=1)=[O:5], predict the reactants needed to synthesize it. The reactants are: [Cl:1][C:2]1[CH:31]=[CH:30][CH:29]=[C:28]([Cl:32])[C:3]=1[C:4]([NH:6][C@H:7]([C:25]([OH:27])=O)[CH2:8][C:9]1[CH:14]=[CH:13][C:12]([C:15]2[C:20]([O:21][CH3:22])=[CH:19][CH:18]=[CH:17][C:16]=2[O:23][CH3:24])=[CH:11][CH:10]=1)=[O:5].C(Cl)(=O)C([Cl:36])=O.CN(C=O)C.